Dataset: Reaction yield outcomes from USPTO patents with 853,638 reactions. Task: Predict the reaction yield, written as a fraction of the theoretical maximum amount of product (1.0 means a 100% yield; for example, 0.34 means a 34% yield). (1) The yield is 0.890. The reactants are [F:1][C:2]1[CH:11]=[C:10]2[C:5]([CH:6]=[CH:7][CH:8]=[N:9]2)=[CH:4][C:3]=1[CH2:12][N:13]1[C:21]2[C:16](=[N:17][CH:18]=[C:19]([C:22](=O)[CH3:23])[N:20]=2)[N:15]=[N:14]1.Cl.[NH2:26][O:27][C:28]([CH3:32])([CH3:31])[CH2:29][OH:30]. No catalyst specified. The product is [OH:30][CH2:29][C:28]([O:27]/[N:26]=[C:22](/[C:19]1[N:20]=[C:21]2[N:13]([CH2:12][C:3]3[CH:4]=[C:5]4[C:10](=[CH:11][C:2]=3[F:1])[N:9]=[CH:8][CH:7]=[CH:6]4)[N:14]=[N:15][C:16]2=[N:17][CH:18]=1)\[CH3:23])([CH3:32])[CH3:31]. (2) The reactants are [CH3:1][O:2][C:3](=[O:21])[CH2:4][CH2:5][C:6]1[CH:11]=[C:10]([C:12]([CH3:15])([CH3:14])[CH3:13])[C:9]([OH:16])=[C:8]([C:17]([CH3:20])([CH3:19])[CH3:18])[CH:7]=1.[CH2:22](O)[CH2:23][CH2:24][CH2:25][CH2:26][CH2:27][CH2:28][CH2:29][CH2:30][CH2:31][CH2:32][CH2:33][CH2:34][CH2:35][CH2:36][CH2:37][CH2:38]C.C([O-])(=O)C.[Li+]. The catalyst is CO. The product is [CH2:1]([O:2][C:3](=[O:21])[CH2:4][CH2:5][C:6]1[CH:7]=[C:8]([C:17]([CH3:20])([CH3:19])[CH3:18])[C:9]([OH:16])=[C:10]([C:12]([CH3:14])([CH3:13])[CH3:15])[CH:11]=1)[CH2:38][CH2:37][CH2:36][CH2:35][CH2:34][CH2:33][CH2:32][CH2:31][CH2:30][CH2:29][CH2:28][CH2:27][CH2:26][CH2:25][CH2:24][CH2:23][CH3:22]. The yield is 0.965. (3) The reactants are [CH2:1]([O:8][C:9](=[O:19])[NH:10][CH2:11][CH:12]1[CH2:17][CH2:16][CH:15]([NH2:18])[CH2:14][CH2:13]1)[C:2]1[CH:7]=[CH:6][CH:5]=[CH:4][CH:3]=1.C([O-])([O-])=O.[K+].[K+].Br[CH2:27][CH2:28][CH2:29][CH2:30]Br. The catalyst is CN(C=O)C.CCOC(C)=O. The product is [CH2:1]([O:8][C:9](=[O:19])[NH:10][CH2:11][CH:12]1[CH2:17][CH2:16][CH:15]([N:18]2[CH2:30][CH2:29][CH2:28][CH2:27]2)[CH2:14][CH2:13]1)[C:2]1[CH:3]=[CH:4][CH:5]=[CH:6][CH:7]=1. The yield is 0.830.